From a dataset of Full USPTO retrosynthesis dataset with 1.9M reactions from patents (1976-2016). Predict the reactants needed to synthesize the given product. (1) Given the product [Cl:18][C:15]1[CH:16]=[CH:17][C:12]([CH:8]([C:5]2[CH:4]=[CH:3][C:2]([Cl:1])=[CH:7][CH:6]=2)[C:9]([NH:19][CH2:20][CH2:21][CH2:22][N:23]2[CH2:28][CH2:27][CH:26]([C:29]3[CH:30]=[C:31]([NH:35][C:36](=[O:40])[CH2:37][CH2:38][CH3:39])[CH:32]=[CH:33][CH:34]=3)[CH2:25][CH2:24]2)=[O:11])=[CH:13][CH:14]=1, predict the reactants needed to synthesize it. The reactants are: [Cl:1][C:2]1[CH:7]=[CH:6][C:5]([CH:8]([C:12]2[CH:17]=[CH:16][C:15]([Cl:18])=[CH:14][CH:13]=2)[C:9]([OH:11])=O)=[CH:4][CH:3]=1.[NH2:19][CH2:20][CH2:21][CH2:22][N:23]1[CH2:28][CH2:27][CH:26]([C:29]2[CH:30]=[C:31]([NH:35][C:36](=[O:40])[CH2:37][CH2:38][CH3:39])[CH:32]=[CH:33][CH:34]=2)[CH2:25][CH2:24]1. (2) Given the product [C:1]([O:5][C:6]([NH:8][C@@H:9]([CH2:22][C:23]1[CH:24]=[CH:25][C:26]([OH:29])=[CH:27][CH:28]=1)[C:10]([NH:12][CH2:13][CH2:14][CH2:15][CH2:16][CH2:17][C:18]([OH:20])=[O:19])=[O:11])=[O:7])([CH3:4])([CH3:2])[CH3:3], predict the reactants needed to synthesize it. The reactants are: [C:1]([O:5][C:6]([NH:8][C@@H:9]([CH2:22][C:23]1[CH:28]=[CH:27][C:26]([O:29]C(OC(C)(C)C)=O)=[CH:25][CH:24]=1)[C:10]([NH:12][CH2:13][CH2:14][CH2:15][CH2:16][CH2:17][C:18]([O:20]C)=[O:19])=[O:11])=[O:7])([CH3:4])([CH3:3])[CH3:2].[Li+].[OH-]. (3) Given the product [Cl:37][C:38]1[C:43]([C:44]([F:46])([F:47])[F:45])=[CH:42][CH:41]=[CH:40][C:39]=1[CH2:48][NH:49][C:6](=[O:8])[C@@H:5]1[CH2:9][CH2:10][C:11](=[O:12])[N:4]1[CH2:3][C:2]([CH3:1])([CH3:14])[CH3:13], predict the reactants needed to synthesize it. The reactants are: [CH3:1][C:2]([CH3:14])([CH3:13])[CH2:3][N:4]1[C:11](=[O:12])[CH2:10][CH2:9][C@H:5]1[C:6]([OH:8])=O.Cl.CN(C)CCCN=C=NCC.ON1C2C=CC=CC=2N=N1.[Cl:37][C:38]1[C:43]([C:44]([F:47])([F:46])[F:45])=[CH:42][CH:41]=[CH:40][C:39]=1[CH2:48][NH2:49]. (4) Given the product [Cl:20][C:21]1[CH:22]=[C:23]2[C:25]([C:5]([OH:6])=[C:4]([S:9]([C:12]3[CH:13]=[CH:14][C:15]([Cl:18])=[CH:16][CH:17]=3)(=[O:10])=[O:11])[CH:3]=[N:24]2)=[CH:26][CH:27]=1, predict the reactants needed to synthesize it. The reactants are: CO[C:3](=O)[C:4]([S:9]([C:12]1[CH:17]=[CH:16][C:15]([Cl:18])=[CH:14][CH:13]=1)(=[O:11])=[O:10])=[CH:5][O:6]CC.[Cl:20][C:21]1[CH:22]=[C:23]([CH:25]=[CH:26][CH:27]=1)[NH2:24]. (5) Given the product [CH3:16][C:12]1[N:11]=[C:10]([CH2:9][C:8]([C:6]2[CH:5]=[CH:4][N:3]=[C:2]([C:24]3[CH:23]=[CH:22][C:21]([O:20][C:19]([F:18])([F:30])[F:31])=[CH:26][CH:25]=3)[CH:7]=2)=[O:17])[CH:15]=[CH:14][CH:13]=1, predict the reactants needed to synthesize it. The reactants are: Br[C:2]1[CH:7]=[C:6]([C:8](=[O:17])[CH2:9][C:10]2[CH:15]=[CH:14][CH:13]=[C:12]([CH3:16])[N:11]=2)[CH:5]=[CH:4][N:3]=1.[F:18][C:19]([F:31])([F:30])[O:20][C:21]1[CH:26]=[CH:25][C:24](B(O)O)=[CH:23][CH:22]=1. (6) Given the product [Br:1][C:2]1[CH:3]=[CH:4][C:5]([NH2:9])=[N:6][C:7]=1[C:11]#[C:10][Si:12]([CH:13]([CH3:15])[CH3:14])([CH:19]([CH3:21])[CH3:20])[CH:16]([CH3:18])[CH3:17], predict the reactants needed to synthesize it. The reactants are: [Br:1][C:2]1[CH:3]=[CH:4][C:5]([NH2:9])=[N:6][C:7]=1Br.[C:10]([Si:12]([CH:19]([CH3:21])[CH3:20])([CH:16]([CH3:18])[CH3:17])[CH:13]([CH3:15])[CH3:14])#[CH:11].C(N(CC)CC)C.C1COCC1. (7) Given the product [OH:34][C@@H:10]1[CH2:9][NH:8][CH2:12][C@H:11]1[CH2:13][N:14]([CH:31]([CH3:33])[CH3:32])[C:15](=[O:30])[C:16]1[CH:21]=[CH:20][C:19]([O:22][CH3:23])=[C:18]([O:24][CH2:25][CH2:26][CH2:27][O:28][CH3:29])[CH:17]=1, predict the reactants needed to synthesize it. The reactants are: C(OC([N:8]1[CH2:12][C@@H:11]([CH2:13][N:14]([CH:31]([CH3:33])[CH3:32])[C:15](=[O:30])[C:16]2[CH:21]=[CH:20][C:19]([O:22][CH3:23])=[C:18]([O:24][CH2:25][CH2:26][CH2:27][O:28][CH3:29])[CH:17]=2)[C@H:10]([OH:34])[CH2:9]1)=O)(C)(C)C.CC#N.O.CC#N.